Predict the reactants needed to synthesize the given product. From a dataset of Full USPTO retrosynthesis dataset with 1.9M reactions from patents (1976-2016). (1) Given the product [F:1][C:2]1[CH:3]=[C:4]([CH:7]=[CH:8][C:9]=1[N:11]1[CH2:16][CH2:15][NH:14][CH2:13][CH2:12]1)[C:5]#[N:6], predict the reactants needed to synthesize it. The reactants are: [F:1][C:2]1[CH:3]=[C:4]([CH:7]=[CH:8][C:9]=1F)[C:5]#[N:6].[NH:11]1[CH2:16][CH2:15][NH:14][CH2:13][CH2:12]1. (2) Given the product [C:1]([O:5][C:6]([N:8]1[CH2:13][CH2:12][CH:11]([C:14]2[N:15]([CH2:27][CH2:28][N:29]([C:39]([O:41][CH2:42][C:43]3[CH:48]=[CH:47][CH:46]=[CH:45][CH:44]=3)=[O:40])[CH3:30])[CH:16]=[C:17]([C:19]3[CH:24]=[CH:23][C:22]([F:25])=[C:21]([F:26])[CH:20]=3)[N:18]=2)[CH2:10][CH2:9]1)=[O:7])([CH3:4])([CH3:3])[CH3:2], predict the reactants needed to synthesize it. The reactants are: [C:1]([O:5][C:6]([N:8]1[CH2:13][CH2:12][CH:11]([C:14]2[N:15]([CH2:27][CH2:28][N:29](CC3C=CC=CC=3)[CH3:30])[CH:16]=[C:17]([C:19]3[CH:24]=[CH:23][C:22]([F:25])=[C:21]([F:26])[CH:20]=3)[N:18]=2)[CH2:10][CH2:9]1)=[O:7])([CH3:4])([CH3:3])[CH3:2].Cl[C:39]([O:41][CH2:42][C:43]1[CH:48]=[CH:47][CH:46]=[CH:45][CH:44]=1)=[O:40]. (3) Given the product [C:1]([O:4][CH2:5][C:6]([NH:21][C:22](=[O:24])[CH3:23])([CH2:16][O:17][C:18](=[O:20])[CH3:19])[CH2:7][CH2:8][C:9]1[CH:14]=[CH:13][C:12]([B:25]2[O:30][CH2:29][C:28]([CH3:32])([CH3:31])[CH2:27][O:26]2)=[CH:11][CH:10]=1)(=[O:3])[CH3:2], predict the reactants needed to synthesize it. The reactants are: [C:1]([O:4][CH2:5][C:6]([NH:21][C:22](=[O:24])[CH3:23])([CH2:16][O:17][C:18](=[O:20])[CH3:19])[CH2:7][CH2:8][C:9]1[CH:14]=[CH:13][C:12](Br)=[CH:11][CH:10]=1)(=[O:3])[CH3:2].[B:25]1([B:25]2[O:30][CH2:29][C:28]([CH3:32])([CH3:31])[CH2:27][O:26]2)[O:30][CH2:29][C:28]([CH3:32])([CH3:31])[CH2:27][O:26]1.C([O-])(=O)C.[K+].O. (4) Given the product [N+:30]([NH:9][C:3]1[CH:2]=[CH:7][CH:6]=[CH:5][CH:4]=1)([O-:32])=[O:31], predict the reactants needed to synthesize it. The reactants are: N[C:2]1[CH:7]=[CH:6][C:5](O)=[CH:4][C:3]=1[N+:9]([O-])=O.NC1C=CC(OC2C=CN=C(C(NC)=O)C=2)=CC=1[N+:30]([O-:32])=[O:31].C(=O)([O-])[O-].[Na+].[Na+].C(Cl)Cl. (5) Given the product [CH:1]([NH:14][S:15]([C:18]1[CH:19]=[CH:20][C:21]2[CH:25]=[C:24]([C:26]3[C:31]([CH3:32])=[CH:30][N:29]=[C:28]([NH:44][CH2:45][CH2:46][CH2:47][N:48]4[CH2:49][CH2:50][N:51]([CH3:54])[CH2:52][CH2:53]4)[N:27]=3)[S:23][C:22]=2[CH:34]=1)(=[O:17])=[O:16])([C:8]1[CH:13]=[CH:12][CH:11]=[CH:10][CH:9]=1)[C:2]1[CH:7]=[CH:6][CH:5]=[CH:4][CH:3]=1, predict the reactants needed to synthesize it. The reactants are: [CH:1]([NH:14][S:15]([C:18]1[CH:19]=[CH:20][C:21]2[CH:25]=[C:24]([C:26]3[C:31]([CH3:32])=[CH:30][N:29]=[C:28](Cl)[N:27]=3)[S:23][C:22]=2[CH:34]=1)(=[O:17])=[O:16])([C:8]1[CH:13]=[CH:12][CH:11]=[CH:10][CH:9]=1)[C:2]1[CH:7]=[CH:6][CH:5]=[CH:4][CH:3]=1.C(N(C(C)C)CC)(C)C.[NH2:44][CH2:45][CH2:46][CH2:47][N:48]1[CH2:53][CH2:52][N:51]([CH3:54])[CH2:50][CH2:49]1.